This data is from NCI-60 drug combinations with 297,098 pairs across 59 cell lines. The task is: Regression. Given two drug SMILES strings and cell line genomic features, predict the synergy score measuring deviation from expected non-interaction effect. (1) Drug 1: C1=NC2=C(N=C(N=C2N1C3C(C(C(O3)CO)O)F)Cl)N. Drug 2: C1CNP(=O)(OC1)N(CCCl)CCCl. Cell line: HOP-62. Synergy scores: CSS=-0.975, Synergy_ZIP=3.32, Synergy_Bliss=4.39, Synergy_Loewe=-4.03, Synergy_HSA=-2.02. (2) Drug 1: CCC1=CC2CC(C3=C(CN(C2)C1)C4=CC=CC=C4N3)(C5=C(C=C6C(=C5)C78CCN9C7C(C=CC9)(C(C(C8N6C)(C(=O)OC)O)OC(=O)C)CC)OC)C(=O)OC.C(C(C(=O)O)O)(C(=O)O)O. Drug 2: C1=CC=C(C(=C1)C(C2=CC=C(C=C2)Cl)C(Cl)Cl)Cl. Cell line: RPMI-8226. Synergy scores: CSS=56.0, Synergy_ZIP=12.6, Synergy_Bliss=12.5, Synergy_Loewe=-32.4, Synergy_HSA=11.9.